Predict the reactants needed to synthesize the given product. From a dataset of Full USPTO retrosynthesis dataset with 1.9M reactions from patents (1976-2016). Given the product [Cl:1][C:2]1[CH:3]=[C:4]([CH:5]=[C:6]([S:8]([CH3:11])(=[O:10])=[O:9])[CH:7]=1)[CH:12]=[O:13], predict the reactants needed to synthesize it. The reactants are: [Cl:1][C:2]1[CH:3]=[C:4]([CH2:12][OH:13])[CH:5]=[C:6]([S:8]([CH3:11])(=[O:10])=[O:9])[CH:7]=1.CC(OI1(OC(C)=O)(OC(C)=O)OC(=O)C2C1=CC=CC=2)=O.